This data is from NCI-60 drug combinations with 297,098 pairs across 59 cell lines. The task is: Regression. Given two drug SMILES strings and cell line genomic features, predict the synergy score measuring deviation from expected non-interaction effect. (1) Drug 1: CCN(CC)CCCC(C)NC1=C2C=C(C=CC2=NC3=C1C=CC(=C3)Cl)OC. Drug 2: CC1CCCC2(C(O2)CC(NC(=O)CC(C(C(=O)C(C1O)C)(C)C)O)C(=CC3=CSC(=N3)C)C)C. Cell line: K-562. Synergy scores: CSS=61.9, Synergy_ZIP=1.67, Synergy_Bliss=-0.796, Synergy_Loewe=-0.586, Synergy_HSA=0.880. (2) Drug 1: C(=O)(N)NO. Drug 2: CS(=O)(=O)OCCCCOS(=O)(=O)C. Cell line: SF-295. Synergy scores: CSS=-4.42, Synergy_ZIP=1.67, Synergy_Bliss=-0.179, Synergy_Loewe=-3.60, Synergy_HSA=-3.34.